This data is from Reaction yield outcomes from USPTO patents with 853,638 reactions. The task is: Predict the reaction yield, written as a fraction of the theoretical maximum amount of product (1.0 means a 100% yield; for example, 0.34 means a 34% yield). The reactants are [CH3:1][O:2][C:3]1[C:12]([NH:13][C:14](=[O:22])OC2C=CC=CC=2)=[N:11][C:10]2[C:5](=[CH:6][CH:7]=[CH:8][CH:9]=2)[N:4]=1.[CH:23]([C:26]1[CH:31]=[CH:30][CH:29]=[CH:28][C:27]=1[N:32]1[CH2:37][CH2:36][NH:35][CH2:34][CH2:33]1)([CH3:25])[CH3:24]. No catalyst specified. The product is [CH3:1][O:2][C:3]1[C:12]([NH:13][C:14]([N:35]2[CH2:36][CH2:37][N:32]([C:27]3[CH:28]=[CH:29][CH:30]=[CH:31][C:26]=3[CH:23]([CH3:25])[CH3:24])[CH2:33][CH2:34]2)=[O:22])=[N:11][C:10]2[C:5](=[CH:6][CH:7]=[CH:8][CH:9]=2)[N:4]=1. The yield is 0.775.